This data is from Experimentally validated miRNA-target interactions with 360,000+ pairs, plus equal number of negative samples. The task is: Binary Classification. Given a miRNA mature sequence and a target amino acid sequence, predict their likelihood of interaction. (1) The protein sequence of the target gene is MESEMLQSPLLGLGEEDEADLTDWNLPLAFMKKRHCEKIEGSKSLAQSWRMKDRMKTVSVALVLCLNVGVDPPDVVKTTPCARLECWIDPLSMGPQKALETIGANLQKQYENWQPRARYKQSLDPTVDEVKKLCTSLRRNAKEERVLFHYNGHGVPRPTVNGEVWVFNKNYTQYIPLSIYDLQTWMGSPSIFVYDCSNAGLIVKSFKQFALQREQELEVAAINPNHPLAQMPLPPSMKNCIQLAACEATELLPMIPDLPADLFTSCLTTPIKIALRWFCMQKCVSLVPGVTLDLIEKIPG.... Result: 0 (no interaction). The miRNA is mmu-miR-713 with sequence UGCACUGAAGGCACACAGC. (2) The miRNA is hsa-miR-200a-5p with sequence CAUCUUACCGGACAGUGCUGGA. The protein sequence of the target gene is MAERGRKRPCGPGEHGQRIEWRKWKQQKKEEKKKWKDLKLMKKLERQRAQEEQAKRLEEEEAAAEKEDRGRPYTLSVALPGSILDNAQSPELRTYLAGQIARACAIFCVDEIVVFDEEGQDAKTVEGEFTGVGKKGQACVQLARILQYLECPQYLRKAFFPKHQDLQFAGLLNPLDSPHHMRQDEESEFREGIVVDRPTRPGHGSFVNCGMKKEVKIDKNLEPGLRVTVRLNQQQHPDCKTYHGKVVSSQDPRTKAGLYWGYTVRLASCLSAVFAEAPFQDGYDLTIGTSERGSDVASAQ.... Result: 0 (no interaction). (3) The miRNA is mmu-miR-33-3p with sequence CAAUGUUUCCACAGUGCAUCAC. The protein sequence of the target gene is MAFSPWQILSPVQWAKWTWSAVRGSGAGEDEAGGPEGDPEEEEDSQAETKSLSFSSDSEGNFETPEAETPIRSPLKESCDSSPGLAEPEAKPQESREADEQLVAEVIEKCSPDTCSRSSENEAPQATVDSHPVKDVRGKAEHDVSKISVVRPFSIETRNCTDDPAALGTAAAHGCVPVLPGMALPSTTPEATQDEPVMDRGMGVTLEAFTEASLKTGGPCPEPVASRSKLRKPKPVSLRKKMAPEPEMLMEGSPLPKASSPWLPDGLDQNANPSVLRGSGAQRSPLNLKETAGVLSNDTS.... Result: 0 (no interaction). (4) The miRNA is hsa-miR-3937 with sequence ACAGGCGGCUGUAGCAAUGGGGG. The protein sequence of the target gene is MTMGDMKTPDFDDLLAAFDIPDMVDPKAAIESGHDDHESHMKQNAHGEDDSHAPSSSDVGVSVIVKNVRNIDSSEGGEKDGHNPTGNGLHNGFLTASSLDSYSKDGAKSLKGDVPASEVTLKDSTFSQFSPISSAEEFDDDEKIEVDDPPDKEDMRSSFRSNVLTGSAPQQDYDKLKALGGENSSKTGLSTSGNVEKNKAVKRETEASSINLSVYEPFKVRKAEDKLKESSDKVLENRVLDGKLSSEKNDTSLPSVAPSKTKSSSKLSSCIAAIAALSAKKAASDSCKEPVANSRESSPL.... Result: 1 (interaction). (5) The miRNA is mmu-miR-3473c with sequence UCUCUCCAGCCCCCAUAAUAAG. The protein sequence of the target gene is MSRPLITRSPASPLNNQGIPTPAQLTKSNAPVHIDVGGHMYTSSLATLTKYPESRIGRLFDGTEPIVLDSLKQHYFIDRDGQMFRYILNFLRTSKLLIPDDFKDYTLLYEEAKYFQLQPMLLEMERWKQDRETGRFSRPCECLVVRVAPDLGERITLSGDKSLIEEVFPEIGDVMCNSVNAGWNHDSTHVIRFPLNGYCHLNSVQVLERLQQRGFEIVGSCGGGVDSSQFSEYVLRRELRRTPRVPSVIRIKQEPLD. Result: 1 (interaction). (6) The miRNA is mmu-miR-122-5p with sequence UGGAGUGUGACAAUGGUGUUUG. The protein sequence of the target gene is MPHPYPALTPEQKKELSDIAHRIVAPGKGILAADESTGSIAKRLQSIGTENTEENRRFYRQLLLTADDRVNPCIGGVILFHETLYQKADDGRPFPQVIKSKGGVVGIKVDKGVVPLAGTNGETTTQGLDGLSERCAQYKKDGADFAKWRCVLKIGEHTPSALAIMENANVLARYASICQQNGIVPIVEPEILPDGDHDLKRCQYVTEKVLAAVYKALSDHHVYLEGTLLKPNMVTPGHACTQKFSNEEIAMATVTALRRTVPPAVTGVTFLSGGQSEEEASINLNAINKCPLLKPWALTF.... Result: 1 (interaction). (7) The miRNA is hsa-miR-615-3p with sequence UCCGAGCCUGGGUCUCCCUCUU. The protein sequence of the target gene is MAAAGLALLCRRVSSALKSSRSLITPQVPACTGFFLSLLPKSTPNVTSFHQYRLLHTTLSRKGLEEFFDDPKNWGQEKVKSGAAWTCQQLRNKSNEDLHKLWYVLLKERNMLLTLEQEAKRQRLPMPSPERLDKVVDSMDALDKVVQEREDALRLLQTGQERARPGAWRRDIFGRIIWHKFKQWVIPWHLNKRYNRKRFFALPYVDHFLRLEREKRARIKARKENLERKKAKILLKKFPHLAEAQKSSLV. Result: 0 (no interaction). (8) The miRNA is cel-miR-79-3p with sequence AUAAAGCUAGGUUACCAAAGCU. The protein sequence of the target gene is MMFYRLLSIVGRQRASPGWQNWSSARNSTSAAEARSMALPTQAQVVICGGGITGTSVAYHLSKMGWKDIVLLEQGRLAAGSTRFCAGILSTARHLTIEQKMADYSNKLYYQLEQETGIQTGYTRTGSIFLAQTQDRLISLKRINAGLNVIGIPSEIISPKKVAELHHLLNVHDLVGAMHVPEDAVVSSADVALALASAASQNGVQIYDRTSVLHVMVKKGQVTGVETDKGQIECQYFVNCAGQWAYELGLSNEEPVSIPLHACEHFYLLTRPLETPLQSSTPTIVDADGRIYIRNWQGGI.... Result: 0 (no interaction). (9) The miRNA is mmu-miR-449a-3p with sequence CAGCUAACAUGCGACUGCUCUC. The protein sequence of the target gene is MVSSNGSQCPYDDSFKYTLYGCMFSMVFVLGLISNCVAIYIFICALKVRNETTTYMINLAMSDLLFVFTLPFRIFYFATRNWPFGDLLCKISVMLFYTNMYGSILFLTCISVDRFLAIVYPFKSKTLRTKRNAKIVCIAVWFTVMGGSAPAVFFQSTHSQGNNTSEACFENFPAATWKTYLSRIVIFIEIVGFFIPLILNVTCSSMVLRTLNKPVTLSRSKMNKTKVLKMIFVHLVIFCFCFVPYNINLILYSLMRTQTFVNCSVVAAVRTMYPITLCIAVSNCCFDPIVYYFTSDTIQN.... Result: 0 (no interaction). (10) The miRNA is hsa-miR-31-5p with sequence AGGCAAGAUGCUGGCAUAGCU. The protein sequence of the target gene is MCGSYYGNYYGTPGYGFCGYGGLGYGYGGLGCGYGSCCGCGFRRLGCGYGYGSRSLCGYGYGCGSGSGYYY. Result: 0 (no interaction).